Predict the reactants needed to synthesize the given product. From a dataset of Full USPTO retrosynthesis dataset with 1.9M reactions from patents (1976-2016). (1) Given the product [CH2:15]([O:22][C:23](=[O:26])[CH2:24][NH:25][CH:11]1[CH2:12][CH2:13][N:8]([CH2:1][C:2]2[CH:7]=[CH:6][CH:5]=[CH:4][CH:3]=2)[CH2:9][CH2:10]1)[C:16]1[CH:21]=[CH:20][CH:19]=[CH:18][CH:17]=1, predict the reactants needed to synthesize it. The reactants are: [CH2:1]([N:8]1[CH2:13][CH2:12][C:11](=O)[CH2:10][CH2:9]1)[C:2]1[CH:7]=[CH:6][CH:5]=[CH:4][CH:3]=1.[CH2:15]([O:22][C:23](=[O:26])[CH2:24][NH2:25])[C:16]1[CH:21]=[CH:20][CH:19]=[CH:18][CH:17]=1.C(O[BH-](OC(=O)C)OC(=O)C)(=O)C.[Na+].C(=O)(O)[O-].[Na+]. (2) Given the product [CH3:1][C:2]([CH3:8])([CH2:5][CH:6]=[CH2:7])[CH2:3][O:4][C:19]([NH:31][C@@H:32]1[C:46](=[O:47])[N:45]2[CH2:48][C@H:49]([O:51][C:52]3[C:61]4[C:56](=[CH:57][C:58]([O:64][CH3:65])=[C:59]([CH:62]=[CH2:63])[CH:60]=4)[CH:55]=[CH:54][N:53]=3)[CH2:50][C@H:44]2[C:43](=[O:66])[NH:42][C@:41]2([C:68]([O:70][CH2:71][CH3:72])=[O:69])[CH2:67][C@H:40]2[CH:39]=[CH:38][CH2:37][CH2:36][CH2:35][CH2:34][CH2:33]1)=[O:21], predict the reactants needed to synthesize it. The reactants are: [CH3:1][C:2]([CH3:8])([CH2:5][CH:6]=[CH2:7])[CH2:3][OH:4].CCN(C(C)C)C(C)C.Cl[C:19](Cl)([O:21]C(=O)OC(Cl)(Cl)Cl)Cl.Cl.[NH2:31][C@@H:32]1[C:46](=[O:47])[N:45]2[CH2:48][C@H:49]([O:51][C:52]3[C:61]4[C:56](=[CH:57][C:58]([O:64][CH3:65])=[C:59]([CH:62]=[CH2:63])[CH:60]=4)[CH:55]=[CH:54][N:53]=3)[CH2:50][C@H:44]2[C:43](=[O:66])[NH:42][C@:41]2([C:68]([O:70][CH2:71][CH3:72])=[O:69])[CH2:67][C@H:40]2[CH:39]=[CH:38][CH2:37][CH2:36][CH2:35][CH2:34][CH2:33]1.[OH-].[Na+]. (3) The reactants are: [N:1]1[CH:6]=[CH:5][C:4]([C@@H:7]2[CH2:12][CH2:11][N:10]([C:13]([O:15][C:16]([CH3:19])([CH3:18])[CH3:17])=[O:14])[CH2:9][C@H:8]2[C:20]([O:22][CH2:23][CH3:24])=[O:21])=[CH:3][CH:2]=1.ClC1C=C(C=CC=1)C(OO)=[O:30]. Given the product [O-:30][N+:1]1[CH:6]=[CH:5][C:4]([C@@H:7]2[CH2:12][CH2:11][N:10]([C:13]([O:15][C:16]([CH3:17])([CH3:18])[CH3:19])=[O:14])[CH2:9][C@H:8]2[C:20]([O:22][CH2:23][CH3:24])=[O:21])=[CH:3][CH:2]=1, predict the reactants needed to synthesize it. (4) Given the product [Br:1][C:2]1[CH:11]=[CH:10][C:9]2[N:8]=[CH:7][C:6]3[N:12]([C:15](=[O:14])[CH3:17])[N:26]=[CH:13][C:5]=3[C:4]=2[CH:3]=1, predict the reactants needed to synthesize it. The reactants are: [Br:1][C:2]1[CH:3]=[C:4]2[C:9](=[CH:10][CH:11]=1)[N:8]=[CH:7][C:6]([NH2:12])=[C:5]2[CH3:13].[O:14](C(C)=O)[C:15]([CH3:17])=O.C(O[K])(C)=O.[N:26](OC(C)(C)C)=O. (5) Given the product [CH3:19][O:20][C:21]([C:23]1([C:27]2[CH:28]=[CH:29][C:30]([NH:33][C:2]3[N:7]=[C:6]([NH:8][CH:9]4[CH2:12][CH2:11][CH2:10]4)[CH:5]=[C:4]([C:13]4[CH:18]=[CH:17][CH:16]=[CH:15][CH:14]=4)[N:3]=3)=[CH:31][CH:32]=2)[CH2:24][CH2:25][CH2:26]1)=[O:22], predict the reactants needed to synthesize it. The reactants are: Cl[C:2]1[N:7]=[C:6]([NH:8][CH:9]2[CH2:12][CH2:11][CH2:10]2)[CH:5]=[C:4]([C:13]2[CH:18]=[CH:17][CH:16]=[CH:15][CH:14]=2)[N:3]=1.[CH3:19][O:20][C:21]([C:23]1([C:27]2[CH:32]=[CH:31][C:30]([NH2:33])=[CH:29][CH:28]=2)[CH2:26][CH2:25][CH2:24]1)=[O:22].